This data is from Cav3 T-type calcium channel HTS with 100,875 compounds. The task is: Binary Classification. Given a drug SMILES string, predict its activity (active/inactive) in a high-throughput screening assay against a specified biological target. (1) The compound is S(=O)(=O)(N1CCC(CC1)C(=O)NCc1ccc(OC)cc1)c1ccc(cc1)c1n[nH]nn1. The result is 0 (inactive). (2) The molecule is O=C(NC1CCCC1)C(N(c1ccccc1)C(=O)CS(=O)CC(=O)Nc1ccc(cc1)C)C. The result is 0 (inactive). (3) The result is 0 (inactive). The compound is S(c1[nH]c2c(n1)ccc(c2)C)CC(=O)c1oc2c(c1)cccc2. (4) The compound is O=C(N1CCc2c1cccc2)C(n1ccnc1)CC(=O)NCc1ccccc1. The result is 0 (inactive). (5) The result is 0 (inactive). The molecule is o\1c2c(cc(c3[nH]c4c(n3)cccc4)c1=N/c1cc(OC)ccc1)cc(OC)cc2. (6) The molecule is Clc1cc(C(=O)CSc2n(nnn2)C2CCCCC2)c(OC)cc1. The result is 0 (inactive). (7) The drug is Fc1ccc(NC(=O)CN2C(=O)C3(NC2=O)CCCC3)cc1. The result is 0 (inactive). (8) The molecule is S\1c2c(C(=O)C1=C/c1sc(cc1)C)cccc2. The result is 0 (inactive). (9) The drug is O(C(CC)C(=O)Nc1noc(c1)C)c1ccccc1. The result is 0 (inactive). (10) The drug is s1c(N(C(=O)CN2CCN(CC2)C)C)nc(c1)c1ccccc1. The result is 0 (inactive).